This data is from Aqueous solubility values for 9,982 compounds from the AqSolDB database. The task is: Regression/Classification. Given a drug SMILES string, predict its absorption, distribution, metabolism, or excretion properties. Task type varies by dataset: regression for continuous measurements (e.g., permeability, clearance, half-life) or binary classification for categorical outcomes (e.g., BBB penetration, CYP inhibition). For this dataset (solubility_aqsoldb), we predict Y. The drug is Cc1cccc(Cl)c1. The Y is -3.52 log mol/L.